From a dataset of CYP2C19 inhibition data for predicting drug metabolism from PubChem BioAssay. Regression/Classification. Given a drug SMILES string, predict its absorption, distribution, metabolism, or excretion properties. Task type varies by dataset: regression for continuous measurements (e.g., permeability, clearance, half-life) or binary classification for categorical outcomes (e.g., BBB penetration, CYP inhibition). Dataset: cyp2c19_veith. (1) The drug is COc1ccccc1CC(=O)Nc1cc2oc3ccccc3c2cc1OC. The result is 1 (inhibitor). (2) The compound is O=C(CCc1nc(-c2ccccc2)no1)NCCc1ccccc1. The result is 1 (inhibitor). (3) The molecule is NS(=O)(=O)c1ccc(NCc2cnc3ccccc3c2)cc1. The result is 0 (non-inhibitor). (4) The drug is O=C(Oc1ccccc1)N1CCC2(CC1)CN(c1ccccn1)C2. The result is 0 (non-inhibitor). (5) The drug is c1cc(CN2CC3(CCNCC3)C2)ccn1. The result is 0 (non-inhibitor).